Dataset: Reaction yield outcomes from USPTO patents with 853,638 reactions. Task: Predict the reaction yield, written as a fraction of the theoretical maximum amount of product (1.0 means a 100% yield; for example, 0.34 means a 34% yield). (1) The reactants are [CH:1]1([O:6][C:7](=[O:32])[C@@H:8]([NH:15][CH2:16][CH:17]2[CH2:22][CH2:21][CH:20]([CH2:23][NH:24]C(OC(C)(C)C)=O)[CH2:19][CH2:18]2)[C:9]2[CH:14]=[CH:13][CH:12]=[CH:11][CH:10]=2)[CH2:5][CH2:4][CH2:3][CH2:2]1.C(O)(C(F)(F)F)=O. The catalyst is C(Cl)Cl. The product is [CH:1]1([O:6][C:7](=[O:32])[C@@H:8]([NH:15][CH2:16][CH:17]2[CH2:18][CH2:19][CH:20]([CH2:23][NH2:24])[CH2:21][CH2:22]2)[C:9]2[CH:14]=[CH:13][CH:12]=[CH:11][CH:10]=2)[CH2:2][CH2:3][CH2:4][CH2:5]1. The yield is 0.750. (2) The reactants are Br[C:2]1[CH:7]=[C:6]([O:8][CH2:9][CH3:10])[CH:5]=[CH:4][N:3]=1.[CH2:11]([NH2:14])[CH2:12][NH2:13].C(=O)([O-])[O-].[K+].[K+]. No catalyst specified. The product is [CH2:9]([O:8][C:6]1[CH:5]=[CH:4][N:3]=[C:2]([NH:13][CH2:12][CH2:11][NH2:14])[CH:7]=1)[CH3:10]. The yield is 0.640. (3) The reactants are Cl[C:2]1[C:3]2[N:4]([CH:11]=[CH:12][CH:13]=2)[N:5]=[CH:6][C:7]=1[C:8]([NH2:10])=[O:9].Cl.[F:15][C:16]1([C@H:19]([NH2:21])[CH3:20])[CH2:18][CH2:17]1.C(N(C(C)C)CC)(C)C. The yield is 0.140. The catalyst is CN1C(=O)CCC1.CO. The product is [F:15][C:16]1([C@H:19]([NH:21][C:2]2[C:3]3[N:4]([CH:11]=[CH:12][CH:13]=3)[N:5]=[CH:6][C:7]=2[C:8]([NH2:10])=[O:9])[CH3:20])[CH2:18][CH2:17]1. (4) The reactants are [CH3:1][O:2][C:3]1[C:12]2[C:7](=[CH:8][CH:9]=[CH:10][CH:11]=2)[C:6]([OH:13])=[CH:5][CH:4]=1.[C:14](Cl)(=[O:16])[CH3:15]. The catalyst is C1(C)C=CC=CC=1.[N+](C)([O-])=O.C(Cl)Cl.[O-]S(C(F)(F)F)(=O)=O.[Sc+3].[O-]S(C(F)(F)F)(=O)=O.[O-]S(C(F)(F)F)(=O)=O. The product is [C:14]([C:5]1[CH:4]=[C:3]([O:2][CH3:1])[C:12]2[C:7](=[CH:8][CH:9]=[CH:10][CH:11]=2)[C:6]=1[OH:13])(=[O:16])[CH3:15]. The yield is 0.720.